Dataset: Reaction yield outcomes from USPTO patents with 853,638 reactions. Task: Predict the reaction yield, written as a fraction of the theoretical maximum amount of product (1.0 means a 100% yield; for example, 0.34 means a 34% yield). (1) The reactants are Cl[C:2]1[C:11]2[C:6](=[CH:7][C:8]([I:12])=[CH:9][CH:10]=2)[N:5]=[C:4]([CH3:13])[CH:3]=1.[NH:14]1[CH2:18][CH2:17][CH2:16][CH2:15]1.N1C=CC=CC=1.[I-].[K+]. The catalyst is C(O)C. The product is [I:12][C:8]1[CH:7]=[C:6]2[C:11]([C:2]([N:14]3[CH2:18][CH2:17][CH2:16][CH2:15]3)=[CH:3][C:4]([CH3:13])=[N:5]2)=[CH:10][CH:9]=1. The yield is 0.870. (2) The yield is 0.990. The catalyst is C1(C)C=CC=CC=1. The product is [F:1][C:2]1[CH:3]=[CH:4][C:5]([C@H:8]([CH3:21])[CH2:9][NH2:10])=[CH:6][CH:7]=1. The reactants are [F:1][C:2]1[CH:7]=[CH:6][C:5]([C@H:8]([CH3:21])[CH2:9][N:10]2C(=O)C3C(=CC=CC=3)C2=O)=[CH:4][CH:3]=1.O.NN.